From a dataset of In vitro SARS-CoV-2 activity screen of 1,480 approved drugs from Prestwick library. Binary Classification. Given a drug SMILES string, predict its activity (active/inactive) in a high-throughput screening assay against a specified biological target. (1) The molecule is C=CC1=C(C(=O)O)N2C(=O)[C@@H](NC(=O)/C(=N\O)c3csc(N)n3)[C@H]2SC1. The result is 0 (inactive). (2) The compound is C=C(NC(=O)C(=C)NC(=O)c1csc(C2=NC3c4csc(n4)C4NC(=O)c5csc(n5)C(C(C)(O)C(C)O)NC(=O)C5CSC(=N5)/C(=C\C)NC(=O)C(C(C)O)NC(=O)c5csc(n5)C3(CC2)NC(=O)C(C)NC(=O)C(=C)NC(=O)C(C)NC(=O)C(C(C)CC)NC2C=Cc3c(C(C)O)cc(nc3C2O)C(=O)OC4C)n1)C(N)=O. The result is 0 (inactive). (3) The drug is Clc1ccc(CO/N=C(\Cn2ccnc2)c2ccc(Cl)cc2Cl)c(Cl)c1.O=[N+]([O-])O. The result is 0 (inactive). (4) The compound is O=c1c2ccccc2[se]n1-c1ccccc1. The result is 0 (inactive). (5) The compound is C[C@]12C[C@H](O)[C@H]3[C@@H](CCC4=CC(=O)C=C[C@@]43C)[C@@H]1CC[C@]2(O)C(=O)CO. The result is 0 (inactive). (6) The drug is CN(C)C(=O)Oc1ccc[n+](C)c1.[I-]. The result is 0 (inactive). (7) The molecule is O=c1[nH]c2ccccc2n1CCCN1CCC(n2c(=O)[nH]c3cc(Cl)ccc32)CC1. The result is 0 (inactive). (8) The drug is COc1ccccc1OCCNCC(O)COc1cccc2[nH]c3ccccc3c12. The result is 0 (inactive). (9) The molecule is C[C@H](O)C(=O)Nc1c(I)c(C(=O)NC(CO)CO)c(I)c(C(=O)NC(CO)CO)c1I. The result is 0 (inactive).